Dataset: Reaction yield outcomes from USPTO patents with 853,638 reactions. Task: Predict the reaction yield, written as a fraction of the theoretical maximum amount of product (1.0 means a 100% yield; for example, 0.34 means a 34% yield). (1) The reactants are Br[CH:2]([C:7]1[CH:12]=[C:11]([Cl:13])[CH:10]=[C:9]([Cl:14])[CH:8]=1)[C:3]([F:6])([F:5])[F:4].[CH:15]([C:17]1[CH:22]=[CH:21][C:20]([N:23]2[CH:27]=[N:26][CH:25]=[N:24]2)=[CH:19][CH:18]=1)=[CH2:16].N1C=CC=CC=1C1C=CC=CN=1. The catalyst is ClC1C=CC=CC=1Cl.Cl[Cu]. The product is [Cl:14][C:9]1[CH:8]=[C:7]([CH:2]([C:3]([F:6])([F:5])[F:4])/[CH:16]=[CH:15]/[C:17]2[CH:18]=[CH:19][C:20]([N:23]3[CH:27]=[N:26][CH:25]=[N:24]3)=[CH:21][CH:22]=2)[CH:12]=[C:11]([Cl:13])[CH:10]=1. The yield is 0.320. (2) The reactants are [CH:1]1([CH2:4][CH2:5][NH:6][C:7]([C:9]2[N:10]=[N:11][C:12]([N:15]3[CH2:20][CH:19]4[CH:17]([CH:18]4[NH2:21])[CH2:16]3)=[CH:13][CH:14]=2)=[O:8])[CH2:3][CH2:2]1.[F:22][C:23]([F:34])([F:33])[C:24]1[CH:32]=[CH:31][CH:30]=[CH:29][C:25]=1[C:26](Cl)=[O:27].C(N(CC)CC)C.O. The catalyst is ClCCl. The product is [CH:1]1([CH2:4][CH2:5][NH:6][C:7]([C:9]2[N:10]=[N:11][C:12]([N:15]3[CH2:16][CH:17]4[CH:19]([CH:18]4[NH:21][C:26](=[O:27])[C:25]4[CH:29]=[CH:30][CH:31]=[CH:32][C:24]=4[C:23]([F:22])([F:33])[F:34])[CH2:20]3)=[CH:13][CH:14]=2)=[O:8])[CH2:3][CH2:2]1. The yield is 0.150. (3) The reactants are I.[NH2:2][C:3]1[C:4]([C:11]([NH:13][C:14](=[NH:17])SC)=[O:12])=[N:5][C:6]([Cl:10])=[C:7]([NH2:9])[N:8]=1.[OH:18][CH2:19][C:20]1[CH:25]=[CH:24][C:23]([CH2:26][CH2:27][CH2:28][CH2:29][NH2:30])=[CH:22][CH:21]=1. The catalyst is C1COCC1. The product is [ClH:10].[OH:18][CH2:19][C:20]1[CH:25]=[CH:24][C:23]([CH2:26][CH2:27][CH2:28][CH2:29][NH:30][C:14]([NH:13][C:11]([C:4]2[C:3]([NH2:2])=[N:8][C:7]([NH2:9])=[C:6]([Cl:10])[N:5]=2)=[O:12])=[NH:17])=[CH:22][CH:21]=1. The yield is 0.980. (4) The product is [CH2:1]([C@H:8]([NH:48][C:69]([C@@H:68]([NH:67][C:65](=[O:66])[O:64][CH3:63])[C:72]([CH3:75])([CH3:74])[CH3:73])=[O:71])[C@@H:9]([OH:47])[CH2:10][C@H:11]([NH:25][C:26](=[O:46])[C@@H:27]([N:32]1[CH2:36][CH2:35][N:34]([CH2:37][C:38]2[CH:43]=[CH:42][CH:41]=[C:40]([CH3:44])[N:39]=2)[C:33]1=[O:45])[C:28]([CH3:31])([CH3:30])[CH3:29])[CH2:12][C:13]1[CH:14]=[CH:15][C:16]([C:19]2[CH:24]=[CH:23][CH:22]=[CH:21][N:20]=2)=[CH:17][CH:18]=1)[C:2]1[CH:3]=[CH:4][CH:5]=[CH:6][CH:7]=1. The yield is 0.480. The reactants are [CH2:1]([C@H:8]([NH:48]C(=O)OC(C)(C)C)[C@@H:9]([OH:47])[CH2:10][C@H:11]([NH:25][C:26](=[O:46])[C@@H:27]([N:32]1[CH2:36][CH2:35][N:34]([CH2:37][C:38]2[CH:43]=[CH:42][CH:41]=[C:40]([CH3:44])[N:39]=2)[C:33]1=[O:45])[C:28]([CH3:31])([CH3:30])[CH3:29])[CH2:12][C:13]1[CH:18]=[CH:17][C:16]([C:19]2[CH:24]=[CH:23][CH:22]=[CH:21][N:20]=2)=[CH:15][CH:14]=1)[C:2]1[CH:7]=[CH:6][CH:5]=[CH:4][CH:3]=1.FC(F)(F)C(O)=O.[CH3:63][O:64][C:65]([NH:67][C@@H:68]([C:72]([CH3:75])([CH3:74])[CH3:73])[C:69]([OH:71])=O)=[O:66].CCOP(ON1N=NC2C=CC=CC=2C1=O)(OCC)=O.C(N(CC)C(C)C)(C)C. The catalyst is ClCCl.C1COCC1. (5) The reactants are [NH2:1][C:2]1[CH:28]=[CH:27][C:5]([O:6][C:7]2[CH:16]=[C:15]3[C:10]([CH:11]=[C:12]([C:21]([O:23]CC)=[O:22])[CH:13]([C:17]([F:20])([F:19])[F:18])[O:14]3)=[CH:9][C:8]=2[Cl:26])=[C:4]([F:29])[CH:3]=1.[OH-].[Na+].Cl. The catalyst is CO.C1COCC1. The product is [NH2:1][C:2]1[CH:28]=[CH:27][C:5]([O:6][C:7]2[CH:16]=[C:15]3[C:10]([CH:11]=[C:12]([C:21]([OH:23])=[O:22])[CH:13]([C:17]([F:20])([F:18])[F:19])[O:14]3)=[CH:9][C:8]=2[Cl:26])=[C:4]([F:29])[CH:3]=1. The yield is 0.750.